This data is from Full USPTO retrosynthesis dataset with 1.9M reactions from patents (1976-2016). The task is: Predict the reactants needed to synthesize the given product. (1) Given the product [CH3:2][O:3][C:4](=[O:16])[C@:5]([NH:15][C:23]([O:25][CH2:26][C:27]1[CH:32]=[CH:31][CH:30]=[CH:29][CH:28]=1)=[O:24])([CH3:14])[CH2:6][C:7]1[CH:12]=[CH:11][C:10]([OH:13])=[CH:9][CH:8]=1, predict the reactants needed to synthesize it. The reactants are: Cl.[CH3:2][O:3][C:4](=[O:16])[C@:5]([NH2:15])([CH3:14])[CH2:6][C:7]1[CH:12]=[CH:11][C:10]([OH:13])=[CH:9][CH:8]=1.C([O-])(O)=O.[Na+].Cl[C:23]([O:25][CH2:26][C:27]1[CH:32]=[CH:31][CH:30]=[CH:29][CH:28]=1)=[O:24]. (2) Given the product [C:23]1([S:29]([N:32]2[CH2:33][CH:34]([NH:36][C:17](=[O:19])[C:16]3[CH:20]=[CH:21][CH:22]=[C:14]([S:13][C:11]4[NH:10][N:9]=[C:8]([NH:7][C:2]5[CH:3]=[CH:4][CH:5]=[CH:6][N:1]=5)[CH:12]=4)[CH:15]=3)[CH2:35]2)(=[O:30])=[O:31])[CH:28]=[CH:27][CH:26]=[CH:25][CH:24]=1, predict the reactants needed to synthesize it. The reactants are: [N:1]1[CH:6]=[CH:5][CH:4]=[CH:3][C:2]=1[NH:7][C:8]1[CH:12]=[C:11]([S:13][C:14]2[CH:15]=[C:16]([CH:20]=[CH:21][CH:22]=2)[C:17]([OH:19])=O)[NH:10][N:9]=1.[C:23]1([S:29]([N:32]2[CH2:35][CH:34]([NH:36]C(=O)OC(C)(C)C)[CH2:33]2)(=[O:31])=[O:30])[CH:28]=[CH:27][CH:26]=[CH:25][CH:24]=1.